Dataset: Full USPTO retrosynthesis dataset with 1.9M reactions from patents (1976-2016). Task: Predict the reactants needed to synthesize the given product. (1) Given the product [CH:25]1([N:30]2[C:3]3[C:4](=[O:22])[N:5]([CH2:13][C:14]4[CH:15]=[CH:16][C:17]([O:20][CH3:21])=[CH:18][CH:19]=4)[CH2:6][CH2:7][C:8]=3[C:9]([CH2:10][CH3:11])=[N:31]2)[CH2:29][CH2:28][CH2:27][CH2:26]1, predict the reactants needed to synthesize it. The reactants are: CO[C:3]1[C:4](=[O:22])[N:5]([CH2:13][C:14]2[CH:19]=[CH:18][C:17]([O:20][CH3:21])=[CH:16][CH:15]=2)[CH2:6][CH2:7][C:8]=1[C:9](=O)[CH2:10][CH3:11].Cl.Cl.[CH:25]1([NH:30][NH2:31])[CH2:29][CH2:28][CH2:27][CH2:26]1. (2) Given the product [Br:23][C:20]1[C:16]([C:17]([OH:19])=[O:18])=[N:9][C:8]([C:7]2[CH:11]=[CH:12][CH:13]=[CH:14][C:6]=2[F:5])=[N:10][CH:21]=1, predict the reactants needed to synthesize it. The reactants are: [O-]CC.[Na+].[F:5][C:6]1[CH:14]=[CH:13][CH:12]=[CH:11][C:7]=1[C:8]([NH2:10])=[NH:9].Br/[C:16](=[C:20](/[Br:23])\[CH:21]=O)/[C:17]([OH:19])=[O:18]. (3) Given the product [F:42][C:41]([F:44])([F:43])[C:39]([OH:45])=[O:40].[NH2:31][C@@H:19]([CH2:20][C:21]1[CH:26]=[CH:25][C:24]([C:27]([F:28])([F:30])[F:29])=[CH:23][CH:22]=1)[CH2:18][NH:17][C:15]1[S:16][C:12]([C:8]2[CH:9]=[C:10]3[C:5](=[CH:6][CH:7]=2)[CH:4]=[N:3][C:2]([F:1])=[CH:11]3)=[N:13][N:14]=1, predict the reactants needed to synthesize it. The reactants are: [F:1][C:2]1[N:3]=[CH:4][C:5]2[C:10]([CH:11]=1)=[CH:9][C:8]([C:12]1[S:16][C:15]([NH:17][CH2:18][C@@H:19]([NH:31]C(=O)OC(C)(C)C)[CH2:20][C:21]3[CH:26]=[CH:25][C:24]([C:27]([F:30])([F:29])[F:28])=[CH:23][CH:22]=3)=[N:14][N:13]=1)=[CH:7][CH:6]=2.[C:39]([OH:45])([C:41]([F:44])([F:43])[F:42])=[O:40].C(Cl)Cl. (4) Given the product [CH2:8]([O:15][C:16](=[O:30])[CH2:17][C@@H:18]([NH:19][C:20]([O:22][C:23]([CH3:26])([CH3:25])[CH3:24])=[O:21])[C:27]([N:3]([CH3:4])[CH3:1])=[O:28])[C:9]1[CH:14]=[CH:13][CH:12]=[CH:11][CH:10]=1, predict the reactants needed to synthesize it. The reactants are: [CH2:1]([N:3](CC)[CH2:4]C)C.[CH2:8]([O:15][C:16](=[O:30])[CH2:17][C@H:18]([C:27](O)=[O:28])[NH:19][C:20]([O:22][C:23]([CH3:26])([CH3:25])[CH3:24])=[O:21])[C:9]1[CH:14]=[CH:13][CH:12]=[CH:11][CH:10]=1.ClC(OCC)=O.Cl.CNC.